From a dataset of Reaction yield outcomes from USPTO patents with 853,638 reactions. Predict the reaction yield, written as a fraction of the theoretical maximum amount of product (1.0 means a 100% yield; for example, 0.34 means a 34% yield). (1) The reactants are [C:1]([C:5]1[O:9][N:8]=[C:7]([NH:10][C:11]([NH:13][C:14]2[CH:19]=[CH:18][CH:17]=[C:16]([O:20][C:21]3[C:30]4[C:25](=[CH:26][C:27]([O:36][CH3:37])=[C:28]([O:31][CH2:32][CH2:33][O:34][CH3:35])[CH:29]=4)[N:24]=[CH:23][N:22]=3)[CH:15]=2)=[O:12])[CH:6]=1)([CH3:4])([CH3:3])[CH3:2].[ClH:38]. The catalyst is CCOCC.C(Cl)Cl.CO. The product is [ClH:38].[C:1]([C:5]1[O:9][N:8]=[C:7]([NH:10][C:11]([NH:13][C:14]2[CH:19]=[CH:18][CH:17]=[C:16]([O:20][C:21]3[C:30]4[C:25](=[CH:26][C:27]([O:36][CH3:37])=[C:28]([O:31][CH2:32][CH2:33][O:34][CH3:35])[CH:29]=4)[N:24]=[CH:23][N:22]=3)[CH:15]=2)=[O:12])[CH:6]=1)([CH3:4])([CH3:2])[CH3:3]. The yield is 0.530. (2) The reactants are [CH3:1][S:2][C:3]1[N:8]=[C:7]([C:9]([NH2:11])=[O:10])[C:6]([C:12]#[C:13][CH3:14])=[CH:5][N:4]=1.CC1C=CC(S(O)(=O)=O)=CC=1. The catalyst is C1(C)C=CC=CC=1. The product is [CH3:14][C:13]1[NH:11][C:9](=[O:10])[C:7]2[N:8]=[C:3]([S:2][CH3:1])[N:4]=[CH:5][C:6]=2[CH:12]=1. The yield is 0.560. (3) The reactants are [Cl-].[Al+3].[Cl-].[Cl-].[C:5]1(=[O:15])[O:10][C:8](=[O:9])[C:7]2=[CH:11][CH:12]=[CH:13][CH:14]=[C:6]12.[CH:16]1[C:24]2[C:23]3[CH:25]=[CH:26][CH:27]=[CH:28][C:22]=3[S:21][C:20]=2[CH:19]=[CH:18][CH:17]=1.Cl. The catalyst is ClCCl.O. The product is [C:8]([C:7]1[CH:11]=[CH:12][CH:13]=[CH:14][C:6]=1[C:5]([C:26]1[CH:27]=[CH:28][C:22]2[S:21][C:20]3[CH:19]=[CH:18][CH:17]=[CH:16][C:24]=3[C:23]=2[CH:25]=1)=[O:15])([OH:10])=[O:9]. The yield is 0.990. (4) The reactants are [Br:1][C:2]1[CH:3]=[CH:4][C:5]([OH:16])=[C:6]([C:8]([C:10]2[CH:15]=[CH:14][CH:13]=[CH:12][CH:11]=2)=O)[CH:7]=1.Cl.[NH2:18][OH:19].CCOC(C)=O. The catalyst is N1C=CC=CC=1.CCO. The product is [Br:1][C:2]1[CH:3]=[CH:4][C:5]([OH:16])=[C:6](/[C:8](/[C:10]2[CH:15]=[CH:14][CH:13]=[CH:12][CH:11]=2)=[N:18]/[OH:19])[CH:7]=1. The yield is 0.320. (5) The reactants are Br[C:2]1[CH:3]=[C:4]([CH:6]=[C:7]([Cl:9])[CH:8]=1)[NH2:5].ClC1C([B:18]2[O:22][C:21]([CH3:24])([CH3:23])[C:20]([CH3:26])([CH3:25])[O:19]2)=CC=CC=1N. No catalyst specified. The product is [Cl:9][C:7]1[CH:6]=[C:4]([CH:3]=[C:2]([B:18]2[O:22][C:21]([CH3:24])([CH3:23])[C:20]([CH3:26])([CH3:25])[O:19]2)[CH:8]=1)[NH2:5]. The yield is 0.480. (6) The reactants are [OH-].[Na+:2].C([O:5][C:6](=[O:41])[CH2:7][C:8]1[CH:13]=[C:12]([C:14]2[CH:19]=[CH:18][C:17]([C:20]([CH2:38][CH3:39])([C:23]3[CH:28]=[CH:27][C:26]([CH2:29][CH2:30][CH:31]([OH:36])[C:32]([CH3:35])([CH3:34])[CH3:33])=[C:25]([CH3:37])[CH:24]=3)[CH2:21][CH3:22])=[CH:16][C:15]=2[CH3:40])[N:11]=[N:10][CH:9]=1)C. The catalyst is CO. The product is [CH2:21]([C:20]([C:17]1[CH:18]=[CH:19][C:14]([C:12]2[N:11]=[N:10][CH:9]=[C:8]([CH2:7][C:6]([O-:41])=[O:5])[CH:13]=2)=[C:15]([CH3:40])[CH:16]=1)([C:23]1[CH:28]=[CH:27][C:26]([CH2:29][CH2:30][CH:31]([OH:36])[C:32]([CH3:34])([CH3:35])[CH3:33])=[C:25]([CH3:37])[CH:24]=1)[CH2:38][CH3:39])[CH3:22].[Na+:2]. The yield is 1.00. (7) The reactants are C(OC(N1CCC[C@@H]1[C@H](C1C=CC(Cl)=CC=1)C(O)=O)=O)(C)(C)C.[Cl:24][C:25]1[CH:30]=[CH:29][C:28]([C@@H:31]([C@H:51]2[CH2:55][CH2:54][CH2:53][NH:52]2)[C:32]([N:34]2[CH2:39][CH2:38][N:37]([C:40]3[C:41]4[C@H:48]([CH3:49])[CH2:47][C@@H:46]([OH:50])[C:42]=4[N:43]=[CH:44][N:45]=3)[CH2:36][CH2:35]2)=[O:33])=[CH:27][CH:26]=1. No catalyst specified. The product is [Cl:24][C:25]1[CH:30]=[CH:29][C:28]([C@@H:31]([C@@H:51]2[CH2:55][CH2:54][CH2:53][NH:52]2)[C:32]([N:34]2[CH2:35][CH2:36][N:37]([C:40]3[C:41]4[C@H:48]([CH3:49])[CH2:47][C@@H:46]([OH:50])[C:42]=4[N:43]=[CH:44][N:45]=3)[CH2:38][CH2:39]2)=[O:33])=[CH:27][CH:26]=1. The yield is 0.280. (8) The reactants are [CH3:1][C:2]1[N:3]([C:8]2[CH:12]=[CH:11][N:10]([CH3:13])[N:9]=2)[C:4]([CH3:7])=[CH:5][CH:6]=1.[Li]CCCC.[Cl:19]C(Cl)(Cl)C(Cl)(Cl)Cl. The catalyst is C1COCC1. The product is [Cl:19][C:11]1[N:10]([CH3:13])[N:9]=[C:8]([N:3]2[C:2]([CH3:1])=[CH:6][CH:5]=[C:4]2[CH3:7])[CH:12]=1. The yield is 0.840. (9) The reactants are [NH2:1][C:2]1[N:3]=[CH:4][C:5]([C:8]2[C:9]([F:19])=[C:10]([OH:18])[C:11]([CH:14]3[CH2:17][CH2:16][CH2:15]3)=[CH:12][CH:13]=2)=[N:6][CH:7]=1.Br[CH2:21][CH2:22][C:23]1[CH:31]=[CH:30][C:26]([C:27]([OH:29])=[O:28])=[CH:25][CH:24]=1.CC([O-])(C)C.[K+]. The catalyst is CS(C)=O. The product is [NH2:1][C:2]1[N:3]=[CH:4][C:5]([C:8]2[C:9]([F:19])=[C:10]([C:11]([CH:14]3[CH2:15][CH2:16][CH2:17]3)=[CH:12][CH:13]=2)[O:18][CH2:21][CH2:22][C:23]2[CH:31]=[CH:30][C:26]([C:27]([OH:29])=[O:28])=[CH:25][CH:24]=2)=[N:6][CH:7]=1. The yield is 0.130. (10) The yield is 0.760. The product is [CH3:31][C:28]([CH3:32])([CH2:27][CH2:26][CH2:25][CH2:24][O:22][C:12]1[CH:11]=[C:10]([C:5]2[CH:6]=[CH:7][C:8]3[O:9][CH2:1][O:2][C:3]=3[CH:4]=2)[CH:15]=[C:14]([C:16]2[CH:21]=[CH:20][CH:19]=[CH:18][CH:17]=2)[N:13]=1)[C:29]#[N:30]. The reactants are [CH2:1]1[O:9][C:8]2[CH:7]=[CH:6][C:5]([C:10]3[CH:15]=[C:14]([C:16]4[CH:21]=[CH:20][CH:19]=[CH:18][CH:17]=4)[NH:13][C:12](=[O:22])[CH:11]=3)=[CH:4][C:3]=2[O:2]1.Br[CH2:24][CH2:25][CH2:26][CH2:27][C:28]([CH3:32])([CH3:31])[C:29]#[N:30]. The catalyst is CN(C)C=O.C(=O)([O-])[O-].[Ag+2].